The task is: Predict the product of the given reaction.. This data is from Forward reaction prediction with 1.9M reactions from USPTO patents (1976-2016). (1) Given the reactants O.[Cl:2][C:3]1[CH:4]=[C:5]([C:9]2[O:13][N:12]=[C:11]([C@H:14]([O:16][C:17]3[N:18]([CH3:28])[C:19]([C:22]4[CH:27]=[CH:26][N:25]=[CH:24][CH:23]=4)=[N:20][N:21]=3)[CH3:15])[CH:10]=2)[CH:6]=[CH:7][CH:8]=1.[S:29](=[O:33])(=[O:32])([OH:31])[OH:30], predict the reaction product. The product is: [S:29]([OH:33])([OH:32])(=[O:31])=[O:30].[Cl:2][C:3]1[CH:4]=[C:5]([C:9]2[O:13][N:12]=[C:11]([C@H:14]([O:16][C:17]3[N:18]([CH3:28])[C:19]([C:22]4[CH:23]=[CH:24][N:25]=[CH:26][CH:27]=4)=[N:20][N:21]=3)[CH3:15])[CH:10]=2)[CH:6]=[CH:7][CH:8]=1. (2) Given the reactants [C:1]([C:3]1[CH:8]=[CH:7][C:6]([N:9]2[C:16](=[O:17])[C:12]3([CH2:15][CH2:14][CH2:13]3)[N:11]([C:18]3[CH:23]=[CH:22][C:21]([CH2:24][CH2:25][CH2:26][C:27]([OH:29])=O)=[CH:20][CH:19]=3)[C:10]2=[S:30])=[CH:5][C:4]=1[C:31](F)([F:33])F)#[N:2].S(Cl)(Cl)=O.C[N:40](C=O)C, predict the reaction product. The product is: [C:1]([C:3]1[CH:8]=[CH:7][C:6]([N:9]2[C:16](=[O:17])[C:12]3([CH2:15][CH2:14][CH2:13]3)[N:11]([C:18]3[CH:19]=[CH:20][C:21]([CH2:24][CH2:25][CH2:26][C:27]([NH2:40])=[O:29])=[CH:22][CH:23]=3)[C:10]2=[S:30])=[CH:5][C:4]=1[CH2:31][F:33])#[N:2]. (3) Given the reactants [C:1]([O:5][C:6]([NH:8][CH2:9][CH2:10][N:11]([CH2:26][C:27]([O:29][CH2:30][CH3:31])=[O:28])[C:12](=[O:25])[CH2:13][N:14]1[CH:22]=[N:21][C:20]2[C:15]1=[N:16][C:17]([NH2:24])=[N:18][C:19]=2[NH2:23])=[O:7])([CH3:4])([CH3:3])[CH3:2].C(N(CC)CC)C.[CH2:39]([O:46][C:47](=[O:53])[NH:48][CH2:49][CH2:50][CH2:51]Br)[C:40]1[CH:45]=[CH:44][CH:43]=[CH:42][CH:41]=1, predict the reaction product. The product is: [NH2:24][C:17]1[N:16]=[C:15]2[C:20]([N:21]=[CH:22][N:14]2[CH2:13][C:12]([N:11]([CH2:26][C:27]([O:29][CH2:30][CH3:31])=[O:28])[CH2:10][CH2:9][NH:8][C:6]([O:5][C:1]([CH3:4])([CH3:3])[CH3:2])=[O:7])=[O:25])=[C:19]([NH:23][CH2:51][CH2:50][CH2:49][NH:48][C:47]([O:46][CH2:39][C:40]2[CH:41]=[CH:42][CH:43]=[CH:44][CH:45]=2)=[O:53])[N:18]=1. (4) Given the reactants [Cl:1][C:2]1[C:11]([CH3:12])=[CH:10][C:9]([NH2:13])=[C:8]2[C:3]=1[CH:4]=[CH:5][CH:6]=[N:7]2.[C:14]1([S:20](Cl)(=[O:22])=[O:21])[CH:19]=[CH:18][CH:17]=[CH:16][CH:15]=1, predict the reaction product. The product is: [Cl:1][C:2]1[C:11]([CH3:12])=[CH:10][C:9]([NH:13][S:20]([C:14]2[CH:19]=[CH:18][CH:17]=[CH:16][CH:15]=2)(=[O:22])=[O:21])=[C:8]2[C:3]=1[CH:4]=[CH:5][CH:6]=[N:7]2. (5) Given the reactants [C:1]([O:5][C:6]([NH:8][CH2:9][C:10]1([C:13](OC)=[O:14])[CH2:12][CH2:11]1)=[O:7])([CH3:4])([CH3:3])[CH3:2].[H-].[Al+3].[Li+].[H-].[H-].[H-].O.[OH-].[Na+], predict the reaction product. The product is: [OH:14][CH2:13][C:10]1([CH2:9][NH:8][C:6](=[O:7])[O:5][C:1]([CH3:3])([CH3:2])[CH3:4])[CH2:12][CH2:11]1. (6) Given the reactants [CH3:1][C:2]1[CH:3]=[CH:4][C:5]([C:9]2[N:14]=[CH:13][CH:12]=[CH:11][N:10]=2)=[N+:6]([O-])[CH:7]=1.C[Si]([C:19]#[N:20])(C)C.CN(C)C(Cl)=O.C(Cl)Cl.CO, predict the reaction product. The product is: [CH3:1][C:2]1[C:7]([C:19]#[N:20])=[N:6][C:5]([C:9]2[N:14]=[CH:13][CH:12]=[CH:11][N:10]=2)=[CH:4][CH:3]=1. (7) Given the reactants [CH2:1]([NH:4][C:5]([C:7]1=[CH:8][C:9]2[CH:25]=[CH:24][C:23]([C:26]3[CH:31]=[CH:30][C:29]([C:32]([N:34]4[CH2:38][CH2:37][CH2:36][CH2:35]4)=[O:33])=[CH:28][CH:27]=3)=[CH:22][C:10]=2[N:11]=[C:12]([NH:14]C(=O)OC(C)(C)C)[CH2:13]1)=[O:6])[CH2:2][CH3:3].FC(F)(F)C(O)=O.C([O-])(O)=O.[Na+], predict the reaction product. The product is: [NH2:14][C:12]1[CH2:13][C:7]([C:5]([NH:4][CH2:1][CH2:2][CH3:3])=[O:6])=[CH:8][C:9]2[CH:25]=[CH:24][C:23]([C:26]3[CH:31]=[CH:30][C:29]([C:32]([N:34]4[CH2:38][CH2:37][CH2:36][CH2:35]4)=[O:33])=[CH:28][CH:27]=3)=[CH:22][C:10]=2[N:11]=1. (8) The product is: [CH3:8][C:5]1[N:4]=[CH:3][C:2]([C:14]#[C:13][Si:10]([CH3:12])([CH3:11])[CH3:9])=[CH:7][N:6]=1. Given the reactants Br[C:2]1[CH:3]=[N:4][C:5]([CH3:8])=[N:6][CH:7]=1.[CH3:9][Si:10]([C:13]#[CH:14])([CH3:12])[CH3:11], predict the reaction product.